This data is from Full USPTO retrosynthesis dataset with 1.9M reactions from patents (1976-2016). The task is: Predict the reactants needed to synthesize the given product. (1) Given the product [Br:1][C:2]1[CH:7]=[CH:6][C:5]([CH:8]([C:19]2[CH:24]=[CH:23][CH:22]=[CH:21][C:20]=2[CH3:25])[CH2:9]/[C:10](/[C@H:12]2[CH2:17][CH2:16][C@H:15]([OH:18])[CH2:14][CH2:13]2)=[N:27]\[OH:28])=[CH:4][CH:3]=1, predict the reactants needed to synthesize it. The reactants are: [Br:1][C:2]1[CH:7]=[CH:6][C:5]([CH:8]([C:19]2[CH:24]=[CH:23][CH:22]=[CH:21][C:20]=2[CH3:25])[CH2:9][C:10]([C@H:12]2[CH2:17][CH2:16][C@H:15]([OH:18])[CH2:14][CH2:13]2)=O)=[CH:4][CH:3]=1.Cl.[NH2:27][OH:28].C(=O)([O-])O.[Na+].C(O)C. (2) Given the product [C:1]([O:5][C:6](=[O:24])[NH:7][C@H:8]([CH2:9][C:10]1[CH:15]=[C:14]([F:16])[CH:13]=[CH:12][C:11]=1[F:17])[C:18](=[O:23])[CH2:25][C:26]1[C:31]([NH:32][C:33](=[O:35])[CH3:34])=[CH:30][CH:29]=[CH:28][N:27]=1)([CH3:2])([CH3:3])[CH3:4], predict the reactants needed to synthesize it. The reactants are: [C:1]([O:5][C:6](=[O:24])[NH:7][C@@H:8]([C:18](=[O:23])N(OC)C)[CH2:9][C:10]1[CH:15]=[C:14]([F:16])[CH:13]=[CH:12][C:11]=1[F:17])([CH3:4])([CH3:3])[CH3:2].[CH3:25][C:26]1[C:31]([NH:32][C:33](=[O:35])[CH3:34])=[CH:30][CH:29]=[CH:28][N:27]=1. (3) Given the product [Cl:15][C:10]1[CH:9]=[C:8]([CH2:7][CH2:6][NH:16][CH:17]2[CH2:22][CH2:21][N:20]([CH2:23][CH:24]3[N:34]4[C:35]5[N:26]([C:27](=[O:37])[CH:28]=[CH:29][C:30]=5[N:31]=[CH:32][C:33]4=[O:36])[CH2:25]3)[CH2:19][CH2:18]2)[CH:13]=[CH:12][C:11]=1[Cl:14], predict the reactants needed to synthesize it. The reactants are: CS(O[CH2:6][CH2:7][C:8]1[CH:13]=[CH:12][C:11]([Cl:14])=[C:10]([Cl:15])[CH:9]=1)(=O)=O.[NH2:16][CH:17]1[CH2:22][CH2:21][N:20]([CH2:23][CH:24]2[N:34]3[C:35]4[N:26]([C:27](=[O:37])[CH:28]=[CH:29][C:30]=4[N:31]=[CH:32][C:33]3=[O:36])[CH2:25]2)[CH2:19][CH2:18]1.C([O-])([O-])=O.[K+].[K+].[Na+].[I-].